This data is from Experimentally validated miRNA-target interactions with 360,000+ pairs, plus equal number of negative samples. The task is: Binary Classification. Given a miRNA mature sequence and a target amino acid sequence, predict their likelihood of interaction. (1) The miRNA is hsa-miR-548ak with sequence AAAAGUAACUGCGGUUUUUGA. The protein sequence of the target gene is MVMAAKKGPGPGGGVSGGKAEAEAASEVWCRRVRELGGCSQAGNRHCFECAQRGVTYVDITVGSFVCTTCSGLLRGLNPPHRVKSISMTTFTEPEVVFLQSRGNEVCRKIWLGLFDARTSLVPDSRDPQKVKEFLQEKYEKKRWYVPPDQVKGPTYTKGSASTPVQGSIPEGKPLRTLLGDPAPSLSVAASTSSQPVSQSHARTSQARSTQPPPHSSVKKASTDLLADIGGDPFAAPQMAPAFAAFPAFGGQTPSQGGFANFDAFSSGPSSSVFGSLPPAGQASFQAQPTPAGSSQGTPF.... Result: 0 (no interaction). (2) The miRNA is mmu-miR-875-3p with sequence CCUGAAAAUACUGAGGCUAUG. The protein sequence of the target gene is MSPPAGGAAVAADPASPVVLLAVHAAVRPLGAGQDAEAQPRKLQLIADPERPGRFRLGLLGTEPGAVSLEWPLEAICYTVRGPNQHELQPPPGGPGTFSVHFLDPEEAQQWAALVRDATAEGQNGSGSPAPAPAPAMCPISPPCSSMAQIPKATQPEVDLPQSSGNFKKEELATRLSQAIAGGDEKAAAQVAAVLAQHHVALNVQLMEAWFPPGPIRLQVTVEDATSVLSSSSSAHVSLKIHPHCSIAALQDQVFSEFGFPPAVQRWVIGRCLCMPERSLASYGVSQDGDPAFLYLLSAP.... Result: 0 (no interaction). (3) The miRNA is hsa-miR-6833-3p with sequence UUUCUCUCUCCACUUCCUCAG. The protein sequence of the target gene is MLMPLCGLLWWWWCCCSGWYCYGLCAPAPQMLRHQGLLKCRCRMLFNDLKVFLLRRPPQAPLPMHGDPQPPGLAANNTLPALGAGGWAGWRGPREVVGREPPPVPPPPPLPPSSVEDDWGGPATEPPASLLSSASSDDFCKEKTEDRYSLGSSLDSGMRTPLCRICFQGPEQGELLSPCRCDGSVKCTHQPCLIKWISERGCWSCELCYYKYHVIAISTKNPLQWQAISLTVIEKVQVAAAILGSLFLIASISWLIWSTFSPSARWQRQDLLFQICYGMYGFMDVVCIGLIIHEGPSVYR.... Result: 1 (interaction). (4) The miRNA is rno-miR-450a-5p with sequence UUUUGCGAUGUGUUCCUAAUGU. The protein sequence of the target gene is MSVSNLSWLKKKSQSVDITAPGFNPLGGAGKQAPQASKPPAPKTPIIEEEQNNSANTQKHPSRKSELKRFYTIDTGQKKTLDKKDGRRMSFQKPKGTIEYTVESRDSLNSIALKFDTTPNELVQLNKLFSRAVVTGQVLYVPDPEYVSSVESSPSLSPVSPLSPTSSEAEFDKTTTPDVAHPKEAPPASTVSGIRPARVVSSTSEEEEAFTEKFLKINCKYITIGKGTVSGVLLVTPNNIMFDPHKTDPLVQENGCEEYGIMCPMEEVMSAAMYKEILDSKIKESLPIELDQLSGRGSCH.... Result: 0 (no interaction). (5) The miRNA is mmu-miR-489-3p with sequence AAUGACACCACAUAUAUGGCAGC. The protein sequence of the target gene is MSAAGILAFAQQGWEQVLAKVKWSVVYLDAACAESLHWSCGSSRLLEAVKGPACHLREFEPQAIGGGAKQPRAVFVLSSPLKGRIVDTLQSIICRSHFQHCVVVTAVSHAVHLTANHVPAAAAAELEGQQPVFEQLEEKLCEWMGNENYTAEVLHVPLFLAPVASHLAFTPAFATLFPLLPQDVHALNSARPDKRRLSSLGEVDATALTPELLLYIRCLVSGLSSLCEHLGVREECFAVGPLSRVIATDLANYAPAKNRKKTATGRASVVFVDRTLDLTGAVGHHGDNLVEKIMSVLPQL.... Result: 0 (no interaction).